From a dataset of Peptide-MHC class II binding affinity with 134,281 pairs from IEDB. Regression. Given a peptide amino acid sequence and an MHC pseudo amino acid sequence, predict their binding affinity value. This is MHC class II binding data. (1) The peptide sequence is IGITDRDFI. The binding affinity (normalized) is 0. The MHC is DRB1_0901 with pseudo-sequence DRB1_0901. (2) The peptide sequence is DEYVEQVAQYKALPV. The MHC is HLA-DQA10104-DQB10503 with pseudo-sequence HLA-DQA10104-DQB10503. The binding affinity (normalized) is 0.276. (3) The peptide sequence is KPFAEYKSDYVYEPF. The MHC is DRB1_1501 with pseudo-sequence DRB1_1501. The binding affinity (normalized) is 0.658. (4) The peptide sequence is PELKPGESRHTSDHM. The MHC is DRB1_1101 with pseudo-sequence DRB1_1101. The binding affinity (normalized) is 0.0118.